The task is: Predict which catalyst facilitates the given reaction.. This data is from Catalyst prediction with 721,799 reactions and 888 catalyst types from USPTO. (1) Reactant: [Cl:1][S:2]([CH2:5][C:6](Cl)=[O:7])(=[O:4])=[O:3].[CH3:9][OH:10]. Product: [CH3:9][O:10][C:6](=[O:7])[CH2:5][S:2]([Cl:1])(=[O:4])=[O:3]. The catalyst class is: 28. (2) Reactant: C1(C)C=CC(S([CH2:10][N+:11]#[C-])(=O)=[O:8])=CC=1.CC(C)([O-])C.[K+].C(O[CH2:24][CH:25]=[C:26]1[C:34]2[C:29](=[CH:30][CH:31]=[CH:32][CH:33]=2)[NH:28][C:27]1=[O:35])(=O)C. Product: [O:35]=[C:27]1[C:26]2[NH:11][CH:10]=[CH:24][C:25]=2[C:34]2[CH:33]=[CH:32][CH:31]=[CH:30][C:29]=2[NH:28]1.[CH2:26]([C:27]([O-:35])=[O:8])[CH3:34]. The catalyst class is: 7. (3) Reactant: [CH3:1][O:2][C:3](=[O:21])[C:4]1[CH:9]=[CH:8][C:7]([C:10]([O:12]N2C(=O)CCC2=O)=O)=[CH:6][C:5]=1[Cl:20].Cl.[OH:23][C:24]1[CH:25]=[C:26]([CH:29]=[CH:30][CH:31]=1)[CH2:27][NH2:28].C(N(CC)CC)C. Product: [CH3:1][O:2][C:3](=[O:21])[C:4]1[CH:9]=[CH:8][C:7]([C:10]([NH:28][CH2:27][C:26]2[CH:29]=[CH:30][CH:31]=[C:24]([OH:23])[CH:25]=2)=[O:12])=[CH:6][C:5]=1[Cl:20]. The catalyst class is: 9.